From a dataset of Forward reaction prediction with 1.9M reactions from USPTO patents (1976-2016). Predict the product of the given reaction. Given the reactants [S:1]([CH2:11][CH2:12][O:13][C:14](=[O:18])[C:15]([CH3:17])=[CH2:16])([C:4]1[CH:10]=[CH:9][C:7]([CH3:8])=[CH:6][CH:5]=1)(=[O:3])=[O:2].[OH:19][CH2:20][CH2:21][CH2:22][CH2:23][O:24][C:25](=[O:28])[CH:26]=[CH2:27].[CH3:29][O:30][C:31](=[O:35])[C:32]([CH3:34])=[CH2:33].[CH2:36]([O:40][C:41](=[O:45])[C:42]([CH3:44])=[CH2:43])[CH:37]1[O:39][CH2:38]1.CC(N=NC(C#N)(C)C)(C#N)C, predict the reaction product. The product is: [S:1]([CH2:11][CH2:12][O:13][C:14](=[O:18])[C:15]([CH3:17])=[CH2:16])([C:4]1[CH:5]=[CH:6][C:7]([CH3:8])=[CH:9][CH:10]=1)(=[O:3])=[O:2].[OH:19][CH2:20][CH2:21][CH2:22][CH2:23][O:24][C:25](=[O:28])[CH:26]=[CH2:27].[CH3:29][O:30][C:31](=[O:35])[C:32]([CH3:34])=[CH2:33].[CH2:36]([O:40][C:41](=[O:45])[C:42]([CH3:44])=[CH2:43])[CH:37]1[O:39][CH2:38]1.